Predict the product of the given reaction. From a dataset of Forward reaction prediction with 1.9M reactions from USPTO patents (1976-2016). Given the reactants Cl[C:2]1[N:7]=[C:6]([NH:8][C:9]2[CH:10]=[CH:11][C:12]([C@H:20]3[CH2:25][CH2:24][C@H:23]([OH:26])[CH2:22][CH2:21]3)=[C:13]3[C:17]=2[C:16](=[O:18])[N:15]([CH3:19])[CH2:14]3)[C:5]([C:27]([F:30])([F:29])[F:28])=[CH:4][N:3]=1.[NH2:31][C:32]1[N:37]=[CH:36][C:35]([CH2:38][P:39](=[O:46])([O:43][CH2:44][CH3:45])[O:40][CH2:41][CH3:42])=[CH:34][CH:33]=1.CC1(C)C2C(=C(P(C3C=CC=CC=3)C3C=CC=CC=3)C=CC=2)OC2C(P(C3C=CC=CC=3)C3C=CC=CC=3)=CC=CC1=2.C([O-])([O-])=O.[Cs+].[Cs+], predict the reaction product. The product is: [OH:26][C@H:23]1[CH2:24][CH2:25][C@H:20]([C:12]2[CH:11]=[CH:10][C:9]([NH:8][C:6]3[C:5]([C:27]([F:30])([F:29])[F:28])=[CH:4][N:3]=[C:2]([NH:31][C:32]4[N:37]=[CH:36][C:35]([CH2:38][P:39](=[O:46])([O:43][CH2:44][CH3:45])[O:40][CH2:41][CH3:42])=[CH:34][CH:33]=4)[N:7]=3)=[C:17]3[C:13]=2[CH2:14][N:15]([CH3:19])[C:16]3=[O:18])[CH2:21][CH2:22]1.